From a dataset of Forward reaction prediction with 1.9M reactions from USPTO patents (1976-2016). Predict the product of the given reaction. (1) Given the reactants [CH3:1][O:2][C:3]1[N:8]=[CH:7][C:6]([C:9]2[C:14]([CH3:15])=[C:13]([C:16]([F:19])([F:18])[F:17])[N:12]3[N:20]=[CH:21][C:22]([C:23](O)=[O:24])=[C:11]3[N:10]=2)=[CH:5][CH:4]=1.CN(C(ON1N=NC2C=CC=NC1=2)=[N+](C)C)C.F[P-](F)(F)(F)(F)F.CCN(C(C)C)C(C)C.[CH3:59][C@H:60]1[NH:65][CH2:64][CH2:63][N:62]([C@H:66]([C:69]2[CH:74]=[CH:73][CH:72]=[CH:71][CH:70]=2)[CH2:67][OH:68])[CH2:61]1, predict the reaction product. The product is: [OH:68][CH2:67][C@H:66]([N:62]1[CH2:63][CH2:64][N:65]([C:23]([C:22]2[CH:21]=[N:20][N:12]3[C:13]([C:16]([F:18])([F:17])[F:19])=[C:14]([CH3:15])[C:9]([C:6]4[CH:7]=[N:8][C:3]([O:2][CH3:1])=[CH:4][CH:5]=4)=[N:10][C:11]=23)=[O:24])[C@H:60]([CH3:59])[CH2:61]1)[C:69]1[CH:70]=[CH:71][CH:72]=[CH:73][CH:74]=1. (2) The product is: [CH:1]1([C:4]2[C:5]([C:6]([OH:8])=[O:7])=[CH:13][N:14]([CH3:16])[N:20]=2)[CH2:3][CH2:2]1. Given the reactants [CH:1]1([C:4](=O)[CH2:5][C:6]([O:8]C)=[O:7])[CH2:3][CH2:2]1.CO[CH:13](OC)[N:14]([CH3:16])C.C[NH:20]N, predict the reaction product.